Dataset: Forward reaction prediction with 1.9M reactions from USPTO patents (1976-2016). Task: Predict the product of the given reaction. (1) Given the reactants [F:1][C:2]1[CH:3]=[C:4]([C@H:8]2[CH2:12][CH2:11][CH2:10][N:9]2[C:13]2[CH:18]=[CH:17][N:16]3[N:19]=[CH:20][C:21]([C:22]([OH:24])=O)=[C:15]3[N:14]=2)[CH:5]=[N:6][CH:7]=1.CN(C(ON1N=NC2C=CC=NC1=2)=[N+](C)C)C.F[P-](F)(F)(F)(F)F.[F:49][C:50]1[CH:51]=[CH:52][C:53]([NH2:56])=[N:54][CH:55]=1.CCN(C(C)C)C(C)C, predict the reaction product. The product is: [F:49][C:50]1[CH:51]=[CH:52][C:53]([NH:56][C:22]([C:21]2[CH:20]=[N:19][N:16]3[CH:17]=[CH:18][C:13]([N:9]4[CH2:10][CH2:11][CH2:12][C@@H:8]4[C:4]4[CH:5]=[N:6][CH:7]=[C:2]([F:1])[CH:3]=4)=[N:14][C:15]=23)=[O:24])=[N:54][CH:55]=1. (2) Given the reactants [C:1]1([CH:7]=[CH:8][CH:9]=[CH:10][C:11](Cl)=[O:12])[CH:6]=[CH:5][CH:4]=[CH:3][CH:2]=1.[NH2:14][C:15]1[CH:23]=[CH:22][C:21]([F:24])=[CH:20][C:16]=1[C:17]([OH:19])=[O:18].C(N(CC)CC)C, predict the reaction product. The product is: [C:17]([C:16]1[CH:20]=[C:21]([F:24])[CH:22]=[CH:23][C:15]=1[NH:14][C:11](=[O:12])[CH:10]=[CH:9][CH:8]=[CH:7][C:1]1[CH:6]=[CH:5][CH:4]=[CH:3][CH:2]=1)([OH:19])=[O:18]. (3) The product is: [NH:3]1[CH2:2][CH2:7][O:6][C:5]2[N:8]=[CH:9][C:10]([C:12]([O:14][CH3:15])=[O:13])=[CH:11][C:4]1=2. Given the reactants O=[C:2]1[CH2:7][O:6][C:5]2[N:8]=[CH:9][C:10]([C:12]([O:14][CH3:15])=[O:13])=[CH:11][C:4]=2[NH:3]1, predict the reaction product. (4) Given the reactants [H-].[Na+].[CH3:3][N:4]1[CH2:9][CH2:8][N:7]([CH2:10][CH2:11][OH:12])[CH2:6][CH2:5]1.Cl[C:14]1[CH:19]=[CH:18][C:17]([N+:20]([O-:22])=[O:21])=[CH:16][N:15]=1, predict the reaction product. The product is: [CH3:3][N:4]1[CH2:9][CH2:8][N:7]([CH2:10][CH2:11][O:12][C:14]2[CH:19]=[CH:18][C:17]([N+:20]([O-:22])=[O:21])=[CH:16][N:15]=2)[CH2:6][CH2:5]1. (5) Given the reactants [ClH:1].[C:2]([C:6]1[CH:16]=[CH:15][CH:14]=[CH:13][C:7]=1[O:8][CH2:9][CH2:10][NH:11][CH3:12])([CH3:5])([CH3:4])[CH3:3].[N:17]1[C:18]([C:26]([OH:28])=O)=[CH:19][N:20]2[C:25]=1[CH:24]=[CH:23][CH:22]=[N:21]2, predict the reaction product. The product is: [C:2]([C:6]1[CH:16]=[C:15]([Cl:1])[CH:14]=[CH:13][C:7]=1[O:8][CH2:9][CH2:10][N:11]([CH3:12])[C:26]([C:18]1[N:17]=[C:25]2[CH:24]=[CH:23][CH:22]=[N:21][N:20]2[CH:19]=1)=[O:28])([CH3:5])([CH3:3])[CH3:4]. (6) Given the reactants [NH2:1][C:2]1[C:11]2[C:6](=[C:7](Br)[CH:8]=[CH:9][CH:10]=2)[CH:5]=[CH:4][N:3]=1.[CH3:13][O:14][C:15]1[CH:16]=[C:17](B(O)O)[CH:18]=[CH:19][CH:20]=1, predict the reaction product. The product is: [NH2:1][C:2]1[C:11]2[C:6](=[C:7]([C:19]3[CH:18]=[CH:17][CH:16]=[C:15]([O:14][CH3:13])[CH:20]=3)[CH:8]=[CH:9][CH:10]=2)[CH:5]=[CH:4][N:3]=1.